From a dataset of Forward reaction prediction with 1.9M reactions from USPTO patents (1976-2016). Predict the product of the given reaction. (1) Given the reactants [C:1]1([C:7]2[NH:8][C:9]([C:18]3[CH:23]=[CH:22][C:21]([NH2:24])=[C:20]([NH:25][CH:26]([CH3:28])[CH3:27])[CH:19]=3)=[C:10]([C:12]3[CH:17]=[CH:16][CH:15]=[CH:14][CH:13]=3)[N:11]=2)[CH:6]=[CH:5][CH:4]=[CH:3][CH:2]=1.C[O-].[Li+].[N:32]#[C:33]Br.C(O)C, predict the reaction product. The product is: [CH:26]([N:25]1[C:20]2[CH:19]=[C:18]([C:9]3[NH:8][C:7]([C:1]4[CH:2]=[CH:3][CH:4]=[CH:5][CH:6]=4)=[N:11][C:10]=3[C:12]3[CH:13]=[CH:14][CH:15]=[CH:16][CH:17]=3)[CH:23]=[CH:22][C:21]=2[N:24]=[C:33]1[NH2:32])([CH3:28])[CH3:27]. (2) Given the reactants II.Br[C:4]1[S:5][CH:6]=[CH:7][C:8]=1[CH2:9][CH:10]([CH2:15][CH3:16])[CH2:11][CH2:12][CH2:13][CH3:14].CN([CH:20]=[O:21])C, predict the reaction product. The product is: [CH2:15]([CH:10]([CH2:11][CH2:12][CH2:13][CH3:14])[CH2:9][C:8]1[CH:7]=[CH:6][S:5][C:4]=1[CH:20]=[O:21])[CH3:16]. (3) The product is: [Br:2][C:16]1[CH2:15][CH2:14][C:13]2[C:18](=[CH:19][C:20]([F:21])=[C:11]([F:10])[CH:12]=2)[C:17]=1[CH:7]=[O:8]. Given the reactants P(Br)(Br)[Br:2].CN(C)[CH:7]=[O:8].[F:10][C:11]1[CH:12]=[C:13]2[C:18](=[CH:19][C:20]=1[F:21])[CH2:17][C:16](=O)[CH2:15][CH2:14]2.C(=O)(O)[O-].[Na+], predict the reaction product.